Dataset: Full USPTO retrosynthesis dataset with 1.9M reactions from patents (1976-2016). Task: Predict the reactants needed to synthesize the given product. (1) Given the product [C:31]1([CH:24]([C:25]2[CH:30]=[CH:29][CH:28]=[CH:27][CH:26]=2)[CH2:23][NH:22][C:18]2[N:17]=[C:16]([C:37]([O:39][CH2:40][CH3:41])=[O:38])[N:15]=[C:14]3[C:19]=2[N:20]=[CH:21][N:13]3[C@H:5]2[C@@H:6]3[O:10][C:9]([CH3:11])([CH3:12])[O:8][C@@H:7]3[C@@H:3]([C:2]([OH:43])=[O:1])[O:4]2)[CH:36]=[CH:35][CH:34]=[CH:33][CH:32]=1, predict the reactants needed to synthesize it. The reactants are: [OH:1][CH2:2][C@@H:3]1[C@H:7]2[O:8][C:9]([CH3:12])([CH3:11])[O:10][C@H:6]2[C@H:5]([N:13]2[CH:21]=[N:20][C:19]3[C:14]2=[N:15][C:16]([C:37]([O:39][CH2:40][CH3:41])=[O:38])=[N:17][C:18]=3[NH:22][CH2:23][CH:24]([C:31]2[CH:36]=[CH:35][CH:34]=[CH:33][CH:32]=2)[C:25]2[CH:30]=[CH:29][CH:28]=[CH:27][CH:26]=2)[O:4]1.P([O-])(O)(O)=[O:43].[Na+].Cl([O-])=O.[Na+].S([O-])([O-])=O.[Na+].[Na+].Cl. (2) Given the product [IH:27].[NH2:1][CH2:4][CH2:5][CH2:6][NH:7][C:8]1[C:9]([C:13]2[N:17]([C:18]3[CH:23]=[CH:22][C:21]([F:24])=[C:20]([Br:25])[CH:19]=3)[C:16](=[O:26])[O:15][N:14]=2)=[N:10][O:11][N:12]=1, predict the reactants needed to synthesize it. The reactants are: [N:1]([CH2:4][CH2:5][CH2:6][NH:7][C:8]1[C:9]([C:13]2[N:17]([C:18]3[CH:23]=[CH:22][C:21]([F:24])=[C:20]([Br:25])[CH:19]=3)[C:16](=[O:26])[O:15][N:14]=2)=[N:10][O:11][N:12]=1)=[N+]=[N-].[I-:27].[Na+].Cl[Si](C)(C)C.S([O-])([O-])(=O)=S.[Na+].[Na+]. (3) Given the product [Cl:58][C:57]1[C:56]([O:59][CH3:60])=[CH:55][C:54]([O:61][CH3:62])=[C:53]([Cl:63])[C:52]=1[NH:45][C:43](=[O:44])[N:42]([C:40]1[N:39]=[CH:38][N:37]=[C:36]([NH:28][C:14]2[CH:15]=[CH:16][C:17]([C:19]([N:21]3[CH2:22][CH2:23][N:24]([CH3:27])[CH2:25][CH2:26]3)=[O:20])=[CH:18][C:13]=2[NH:12][C:8](=[O:11])[CH:9]=[CH2:10])[CH:41]=1)[CH3:64], predict the reactants needed to synthesize it. The reactants are: C(O)(C(F)(F)F)=O.[C:8]([NH:12][C:13]1[CH:18]=[C:17]([C:19]([N:21]2[CH2:26][CH2:25][N:24]([CH3:27])[CH2:23][CH2:22]2)=[O:20])[CH:16]=[CH:15][C:14]=1[N:28]([C:36]1[CH:41]=[C:40]([N:42]([CH3:64])[C:43]([N:45]([C:52]2[C:57]([Cl:58])=[C:56]([O:59][CH3:60])[CH:55]=[C:54]([O:61][CH3:62])[C:53]=2[Cl:63])C(C(C)(C)C)=O)=[O:44])[N:39]=[CH:38][N:37]=1)C(=O)OC(C)(C)C)(=[O:11])[CH:9]=[CH2:10]. (4) The reactants are: [NH2:1][C:2]1[CH:10]=[CH:9][C:8]([Cl:11])=[CH:7][C:3]=1[C:4]([OH:6])=[O:5].[CH3:12]OC(OC)OC.[N-:19]=[N+:20]=[N-:21].[Na+]. Given the product [Cl:11][C:8]1[CH:9]=[CH:10][C:2]([N:1]2[CH:12]=[N:21][N:20]=[N:19]2)=[C:3]([CH:7]=1)[C:4]([OH:6])=[O:5], predict the reactants needed to synthesize it. (5) Given the product [CH3:14][O:13][C:3]1[N:4]=[C:5]([CH3:12])[C:6]([C:8]([O:10][CH3:11])=[O:9])=[N:7][CH:2]=1, predict the reactants needed to synthesize it. The reactants are: Cl[C:2]1[N:7]=[C:6]([C:8]([O:10][CH3:11])=[O:9])[C:5]([CH3:12])=[N:4][C:3]=1[O:13][CH3:14].C(N(CC)CC)C.C(O)=O. (6) Given the product [Br:1][C:2]1[N:7]=[C:6]([C:8]#[C:9][CH2:10][O:11][C@@H:12]2[CH2:16][O:15][C@@H:14]3[C@H:17]([O:20][Si:21]([C:24]([CH3:25])([CH3:26])[CH3:27])([CH3:22])[CH3:23])[CH2:18][O:19][C@H:13]23)[C:5]([NH:28][C:37](=[O:38])[O:39][C:40]([CH3:43])([CH3:42])[CH3:41])=[CH:4][C:3]=1[Cl:29], predict the reactants needed to synthesize it. The reactants are: [Br:1][C:2]1[N:7]=[C:6]([C:8]#[C:9][CH2:10][O:11][C@@H:12]2[CH2:16][O:15][C@@H:14]3[C@H:17]([O:20][Si:21]([C:24]([CH3:27])([CH3:26])[CH3:25])([CH3:23])[CH3:22])[CH2:18][O:19][C@H:13]23)[C:5]([NH2:28])=[CH:4][C:3]=1[Cl:29].CCN(CC)CC.[C:37](O[C:37]([O:39][C:40]([CH3:43])([CH3:42])[CH3:41])=[O:38])([O:39][C:40]([CH3:43])([CH3:42])[CH3:41])=[O:38]. (7) Given the product [CH3:1][N:2]([CH3:29])[CH2:3][CH2:4][N:5]1[C:9]2[CH:10]=[CH:11][C:12]([S:14]([CH2:17][CH:18]3[CH2:19][CH2:20][N:21]([C:42]([C:40]4[CH:41]=[N:37][NH:38][CH:39]=4)=[O:43])[CH2:22][CH2:23]3)(=[O:16])=[O:15])=[CH:13][C:8]=2[N:7]=[C:6]1[CH2:24][C:25]([CH3:26])([CH3:28])[CH3:27], predict the reactants needed to synthesize it. The reactants are: [CH3:1][N:2]([CH3:29])[CH2:3][CH2:4][N:5]1[C:9]2[CH:10]=[CH:11][C:12]([S:14]([CH2:17][CH:18]3[CH2:23][CH2:22][NH:21][CH2:20][CH2:19]3)(=[O:16])=[O:15])=[CH:13][C:8]=2[N:7]=[C:6]1[CH2:24][C:25]([CH3:28])([CH3:27])[CH3:26].C(N(CC)CC)C.[NH:37]1[CH:41]=[C:40]([C:42](O)=[O:43])[CH:39]=[N:38]1.